This data is from Reaction yield outcomes from USPTO patents with 853,638 reactions. The task is: Predict the reaction yield, written as a fraction of the theoretical maximum amount of product (1.0 means a 100% yield; for example, 0.34 means a 34% yield). (1) The reactants are [H-].[Al+3].[Li+].[H-].[H-].[H-].[Br:7][C:8]1[CH:9]=[C:10]([C:19]([F:22])([F:21])[F:20])[CH:11]=[C:12]2[C:16]=1[NH:15][CH:14]=[C:13]2[CH:17]=O. The catalyst is C1COCC1. The product is [Br:7][C:8]1[CH:9]=[C:10]([C:19]([F:22])([F:20])[F:21])[CH:11]=[C:12]2[C:16]=1[NH:15][CH:14]=[C:13]2[CH3:17]. The yield is 0.573. (2) The product is [OH:11][CH:10]([C:7]1[CH:8]=[CH:9][C:4]([C:3]([O:2][CH3:1])=[O:12])=[CH:5][CH:6]=1)[CH2:13][CH:14]([CH3:16])[CH3:15]. The reactants are [CH3:1][O:2][C:3](=[O:12])[C:4]1[CH:9]=[CH:8][C:7]([CH:10]=[O:11])=[CH:6][CH:5]=1.[CH2:13]([Mg]Cl)[CH:14]([CH3:16])[CH3:15]. The catalyst is O1CCCC1. The yield is 0.190. (3) The reactants are [NH2:1][C:2]([C:4]1[CH:5]=[N:6][C:7]2[C:12]([C:13]=1[NH:14][C:15]1[CH:16]=[C:17]([CH:23]=[CH:24][CH:25]=1)[C:18]([O:20]CC)=[O:19])=[CH:11][CH:10]=[C:9]([C:26]1[C:27]([CH3:32])=[N:28][CH:29]=[CH:30][CH:31]=1)[CH:8]=2)=[O:3].[OH-].[Na+]. The catalyst is C(O)C. The product is [NH2:1][C:2]([C:4]1[CH:5]=[N:6][C:7]2[C:12]([C:13]=1[NH:14][C:15]1[CH:16]=[C:17]([CH:23]=[CH:24][CH:25]=1)[C:18]([OH:20])=[O:19])=[CH:11][CH:10]=[C:9]([C:26]1[C:27]([CH3:32])=[N:28][CH:29]=[CH:30][CH:31]=1)[CH:8]=2)=[O:3]. The yield is 1.03.